From a dataset of Catalyst prediction with 721,799 reactions and 888 catalyst types from USPTO. Predict which catalyst facilitates the given reaction. Reactant: [I:1][C:2]1[CH:7]=[CH:6][N:5]=[C:4]([C:8]([OH:10])=O)[CH:3]=1.CN(C)CCCN=C=NCC.ON1C2C=CC=CC=2N=N1.Cl.[CH3:33][O:34][C:35](=[O:38])[CH2:36][NH2:37]. Product: [CH3:33][O:34][C:35](=[O:38])[CH2:36][NH:37][C:8]([C:4]1[CH:3]=[C:2]([I:1])[CH:7]=[CH:6][N:5]=1)=[O:10]. The catalyst class is: 2.